This data is from Catalyst prediction with 721,799 reactions and 888 catalyst types from USPTO. The task is: Predict which catalyst facilitates the given reaction. (1) Reactant: [F:1][C:2]1([F:40])[C@@H:7]([O:8][C:9]2[CH:16]=[CH:15][C:14]([C:17]3[N:22]=[C:21]([NH:23][C:24]4[CH:29]=[CH:28][C:27]([N:30]5[CH2:35][CH2:34][N:33]([CH:36]6[CH2:39][O:38][CH2:37]6)[CH2:32][CH2:31]5)=[CH:26][CH:25]=4)[N:20]=[CH:19][N:18]=3)=[CH:13][C:10]=2[C:11]#[N:12])[CH2:6][CH2:5][NH:4][CH2:3]1.CN(C(ON1N=NC2C=CC=NC1=2)=[N+](C)C)C.F[P-](F)(F)(F)(F)F.CCN(C(C)C)C(C)C.[O:74]=[C:75]1[NH:79][C@H:78]([C:80](O)=[O:81])[CH2:77][S:76]1. Product: [F:40][C:2]1([F:1])[C@@H:7]([O:8][C:9]2[CH:16]=[CH:15][C:14]([C:17]3[N:22]=[C:21]([NH:23][C:24]4[CH:29]=[CH:28][C:27]([N:30]5[CH2:35][CH2:34][N:33]([CH:36]6[CH2:37][O:38][CH2:39]6)[CH2:32][CH2:31]5)=[CH:26][CH:25]=4)[N:20]=[CH:19][N:18]=3)=[CH:13][C:10]=2[C:11]#[N:12])[CH2:6][CH2:5][N:4]([C:80]([C@@H:78]2[CH2:77][S:76][C:75](=[O:74])[NH:79]2)=[O:81])[CH2:3]1. The catalyst class is: 18. (2) Reactant: C(N(CC)CC)C.Cl.[CH2:9]([C:16]([OH:18])=O)[CH2:10][C:11]1[N:15]=[CH:14][NH:13][CH:12]=1.CN(C(ON1N=NC2C=CC=CC1=2)=[N+](C)C)C.[B-](F)(F)(F)F.FC(F)(F)C(O)=O.[NH2:48][CH:49]([CH2:68][C:69]1[CH:74]=[CH:73][C:72]([OH:75])=[CH:71][CH:70]=1)[C:50]([N:52]1[CH2:55][C:54]([O:63][CH2:64][CH2:65][CH2:66][CH3:67])([C:56]2[CH:61]=[CH:60][CH:59]=[CH:58][C:57]=2[CH3:62])[CH2:53]1)=[O:51].C(=O)([O-])O.[Na+]. Product: [CH2:64]([O:63][C:54]1([C:56]2[CH:61]=[CH:60][CH:59]=[CH:58][C:57]=2[CH3:62])[CH2:55][N:52]([C:50](=[O:51])[CH:49]([NH:48][C:16](=[O:18])[CH2:9][CH2:10][C:11]2[NH:15][CH:14]=[N:13][CH:12]=2)[CH2:68][C:69]2[CH:74]=[CH:73][C:72]([OH:75])=[CH:71][CH:70]=2)[CH2:53]1)[CH2:65][CH2:66][CH3:67]. The catalyst class is: 3. (3) Reactant: [Br:1][C:2]1[CH:7]=[CH:6][C:5]([CH:8]([CH3:11])[CH2:9][NH2:10])=[CH:4][CH:3]=1.[C:12](O[C:12]([O:14][C:15]([CH3:18])([CH3:17])[CH3:16])=[O:13])([O:14][C:15]([CH3:18])([CH3:17])[CH3:16])=[O:13]. Product: [C:15]([O:14][C:12](=[O:13])[NH:10][CH2:9][CH:8]([C:5]1[CH:4]=[CH:3][C:2]([Br:1])=[CH:7][CH:6]=1)[CH3:11])([CH3:18])([CH3:17])[CH3:16]. The catalyst class is: 56.